From a dataset of Full USPTO retrosynthesis dataset with 1.9M reactions from patents (1976-2016). Predict the reactants needed to synthesize the given product. (1) Given the product [CH:1]1([CH2:4][O:5][C:6]2[CH:25]=[CH:24][C:9]([C:10]3[O:11][C:22]4[CH2:21][C:16]5([O:20][CH2:19][CH2:18][O:17]5)[CH2:15][CH2:14][C:13]=4[N:12]=3)=[CH:8][C:7]=2[F:26])[CH2:2][CH2:3]1, predict the reactants needed to synthesize it. The reactants are: [CH:1]1([CH2:4][O:5][C:6]2[CH:25]=[CH:24][C:9]([C:10]([NH:12][CH:13]3[CH2:22][CH2:21][C:16]4([O:20][CH2:19][CH2:18][O:17]4)[CH2:15][CH:14]3O)=[O:11])=[CH:8][C:7]=2[F:26])[CH2:3][CH2:2]1.C(N(CC)CC)C.O. (2) Given the product [NH2:15][CH2:13][CH:10]1[CH2:11][CH2:12][N:7]([CH2:1][CH2:2][CH2:3][CH2:4][CH2:5][CH3:6])[CH2:8][CH2:9]1, predict the reactants needed to synthesize it. The reactants are: [CH2:1]([N:7]1[CH2:12][CH2:11][CH:10]([C:13]([NH2:15])=O)[CH2:9][CH2:8]1)[CH2:2][CH2:3][CH2:4][CH2:5][CH3:6].[H-].[H-].[H-].[H-].[Li+].[Al+3]. (3) The reactants are: [F:1][C:2]1[CH:7]=[C:6]([CH2:8]OS(C)(=O)=O)[CH:5]=[C:4]([NH:14][CH2:15][C:16]2[CH:21]=[CH:20][C:19]([O:22][CH3:23])=[CH:18][CH:17]=2)[N:3]=1.[CH:24]([C:27]1[C:32](=[O:33])[NH:31][C:30](=[O:34])[NH:29][C:28]=1[O:35][C:36]1[CH:37]=[C:38]([CH:43]=[CH:44][C:45]#[N:46])[CH:39]=[C:40]([CH3:42])[CH:41]=1)([CH3:26])[CH3:25].C(=O)([O-])[O-].[K+].[K+].[I-].[Li+]. Given the product [F:1][C:2]1[CH:7]=[C:6]([CH2:8][N:29]2[C:28]([O:35][C:36]3[CH:37]=[C:38]([CH:43]=[CH:44][C:45]#[N:46])[CH:39]=[C:40]([CH3:42])[CH:41]=3)=[C:27]([CH:24]([CH3:26])[CH3:25])[C:32](=[O:33])[NH:31][C:30]2=[O:34])[CH:5]=[C:4]([NH:14][CH2:15][C:16]2[CH:21]=[CH:20][C:19]([O:22][CH3:23])=[CH:18][CH:17]=2)[N:3]=1, predict the reactants needed to synthesize it. (4) Given the product [CH3:17][O:3][C:4]1[C:9]2[CH:10]=[C:11]([C:13]([O:15][CH3:16])=[O:14])[O:12][C:8]=2[CH:7]=[CH:6][CH:5]=1, predict the reactants needed to synthesize it. The reactants are: [H-].[Na+].[OH:3][C:4]1[C:9]2[CH:10]=[C:11]([C:13]([O:15][CH3:16])=[O:14])[O:12][C:8]=2[CH:7]=[CH:6][CH:5]=1.[CH3:17]I.